This data is from Reaction yield outcomes from USPTO patents with 853,638 reactions. The task is: Predict the reaction yield, written as a fraction of the theoretical maximum amount of product (1.0 means a 100% yield; for example, 0.34 means a 34% yield). (1) The reactants are C(OC([CH2:8][NH:9][CH2:10][C:11]1[CH:12]=[C:13]([C:17]2[CH:22]=[CH:21][C:20]([C@@H](O)[C@H](OCC)C(OC)=O)=[CH:19][CH:18]=2)[CH:14]=[CH:15][CH:16]=1)=O)(C)(C)C.C([SiH]([CH2:38][CH3:39])CC)C.[C:40]([O:43][CH2:44]C)(=[O:42])[CH3:41].[OH-:46].[Na+].FC(F)(F)[C:50](O)=[O:51]. No catalyst specified. The product is [CH2:38]([O:46][C@@H:41]([C@H:50]([OH:51])[C:16]1[CH:15]=[CH:14][C:13]([C:17]2[CH:18]=[CH:19][CH:20]=[CH:21][CH:22]=2)=[CH:12][C:11]=1[CH2:10][NH:9][CH3:8])[C:40]([O:43][CH3:44])=[O:42])[CH3:39]. The yield is 1.00. (2) The yield is 0.450. The product is [N:19]([CH2:22][CH2:23][CH2:24][NH:25][C:2]1[N:1]=[C:8]([Cl:9])[N:7]=[C:5]([Cl:6])[N:4]=1)=[N+:20]=[N-:21]. The reactants are [N:1]1[C:8]([Cl:9])=[N:7][C:5]([Cl:6])=[N:4][C:2]=1Cl.C(N(C(C)C)CC)(C)C.[N:19]([CH2:22][CH2:23][CH2:24][NH2:25])=[N+:20]=[N-:21]. The catalyst is CC(C)=O.